This data is from Forward reaction prediction with 1.9M reactions from USPTO patents (1976-2016). The task is: Predict the product of the given reaction. (1) Given the reactants C1(C(N[NH:10][CH2:11][C:12]2[C:17]([C:18]3[CH:23]=[CH:22][CH:21]=[CH:20][CH:19]=3)=[CH:16][CH:15]=[CH:14][CH:13]=2)C)C=CC=CC=1.[C:24](Cl)(Cl)=[O:25].[C:28]1(C)[CH:33]=[CH:32][CH:31]=[CH:30][CH:29]=1.C([N:37]([CH2:40][CH3:41])CC)C, predict the reaction product. The product is: [C:28]1([CH:40]([N:37]2[C:13]3[C:12](=[C:17]([C:18]4[CH:19]=[CH:20][CH:21]=[CH:22][CH:23]=4)[CH:16]=[CH:15][CH:14]=3)[CH2:11][NH:10][C:24]2=[O:25])[CH3:41])[CH:33]=[CH:32][CH:31]=[CH:30][CH:29]=1. (2) Given the reactants [CH3:1][CH:2]([CH3:31])[CH2:3][CH:4]([NH:21][C:22]1[CH:23]=[N:24][C:25]([C:28](O)=[O:29])=[N:26][CH:27]=1)[C:5]1[CH:10]=[CH:9][C:8]([C:11]2[CH:16]=[CH:15][C:14]([C:17]([F:20])([F:19])[F:18])=[CH:13][CH:12]=2)=[CH:7][CH:6]=1.Cl.CN(C)CCCN=C=NCC.O.ON1C2C=CC=CC=2N=N1.Cl.[CH2:56]([O:58][C:59](=[O:63])[CH2:60][CH2:61][NH2:62])[CH3:57].C(N(CC)CC)C, predict the reaction product. The product is: [CH2:56]([O:58][C:59](=[O:63])[CH2:60][CH2:61][NH:62][C:28]([C:25]1[N:26]=[CH:27][C:22]([NH:21][CH:4]([C:5]2[CH:6]=[CH:7][C:8]([C:11]3[CH:16]=[CH:15][C:14]([C:17]([F:18])([F:20])[F:19])=[CH:13][CH:12]=3)=[CH:9][CH:10]=2)[CH2:3][CH:2]([CH3:31])[CH3:1])=[CH:23][N:24]=1)=[O:29])[CH3:57]. (3) Given the reactants Br[C:2]1[CH:3]=[C:4]([CH2:8][OH:9])[CH:5]=[N:6][CH:7]=1.[Cl:10][C:11]1[CH:12]=[C:13]2[C:18](=[CH:19][CH:20]=1)[C:17](=[O:21])[NH:16][CH2:15][CH2:14]2.C([O-])([O-])=O.[Cs+].[Cs+].N[C@H]1CCCC[C@@H]1N, predict the reaction product. The product is: [Cl:10][C:11]1[CH:12]=[C:13]2[C:18](=[CH:19][CH:20]=1)[C:17](=[O:21])[N:16]([C:2]1[CH:7]=[N:6][CH:5]=[C:4]([CH2:8][OH:9])[CH:3]=1)[CH2:15][CH2:14]2. (4) Given the reactants [CH3:1][C:2]1([N:15]2[CH2:20][CH2:19][N:18]([CH:21]3[C:29]4[C:24](=[CH:25][CH:26]=[C:27]([C:30]([F:33])([F:32])[F:31])[CH:28]=4)[CH2:23][CH2:22]3)[C@@H:17]([CH3:34])[CH2:16]2)[CH2:7][CH2:6][N:5](C(OC(C)(C)C)=O)[CH2:4][CH2:3]1, predict the reaction product. The product is: [CH3:34][C@H:17]1[CH2:16][N:15]([C:2]2([CH3:1])[CH2:3][CH2:4][NH:5][CH2:6][CH2:7]2)[CH2:20][CH2:19][N:18]1[CH:21]1[C:29]2[C:24](=[CH:25][CH:26]=[C:27]([C:30]([F:33])([F:31])[F:32])[CH:28]=2)[CH2:23][CH2:22]1. (5) Given the reactants [CH2:1]([O:8][C:9]1[CH:14]=[CH:13][N:12]([C:15]2[CH:16]=[N:17][C:18](Cl)=[CH:19][CH:20]=2)[C:11](=[O:22])[CH:10]=1)[C:2]1[CH:7]=[CH:6][CH:5]=[CH:4][CH:3]=1.[CH3:23][N:24]([CH3:31])[CH:25]1[CH2:30][CH2:29][NH:28][CH2:27][CH2:26]1.[F-].[Cs+].CCOC(C)=O, predict the reaction product. The product is: [CH2:1]([O:8][C:9]1[CH:14]=[CH:13][N:12]([C:15]2[CH:16]=[N:17][C:18]([N:28]3[CH2:29][CH2:30][CH:25]([N:24]([CH3:31])[CH3:23])[CH2:26][CH2:27]3)=[CH:19][CH:20]=2)[C:11](=[O:22])[CH:10]=1)[C:2]1[CH:7]=[CH:6][CH:5]=[CH:4][CH:3]=1. (6) Given the reactants [CH3:1][C:2]1[CH:3]=[N:4][C:5]([CH2:11][S+:12]([O-:24])[C:13]2[NH:14][C:15]3[CH:16]=[CH:17][C:18]([O:22][CH3:23])=[CH:19][C:20]=3[N:21]=2)=[C:6]([CH3:10])[C:7]=1[O:8][CH3:9].C([Zn:27]CC)C, predict the reaction product. The product is: [CH3:1][C:2]1[CH:3]=[N:4][C:5]([CH2:11][S+:12]([O-:24])[C:13]2[NH:14][C:15]3[CH:16]=[CH:17][C:18]([O:22][CH3:23])=[CH:19][C:20]=3[N:21]=2)=[C:6]([CH3:10])[C:7]=1[O:8][CH3:9].[Zn:27]. (7) Given the reactants [CH3:1][C:2]1[CH:7]=[CH:6][N:5]=[CH:4][C:3]=1[N:8]1[CH2:12][CH2:11][NH:10][C:9]1=[O:13].Br[C:15]1[CH:16]=[C:17]([NH:21][C:22](=[O:24])[CH3:23])[CH:18]=[CH:19][CH:20]=1.N[C@@H]1CCCC[C@H]1N.P([O-])([O-])([O-])=O.[K+].[K+].[K+], predict the reaction product. The product is: [CH3:1][C:2]1[CH:7]=[CH:6][N:5]=[CH:4][C:3]=1[N:8]1[CH2:12][CH2:11][N:10]([C:15]2[CH:16]=[C:17]([NH:21][C:22](=[O:24])[CH3:23])[CH:18]=[CH:19][CH:20]=2)[C:9]1=[O:13]. (8) Given the reactants [H-].[Na+].[CH:3]([Si:6]([CH:11]([CH3:13])[CH3:12])([CH:8]([CH3:10])[CH3:9])[SH:7])([CH3:5])[CH3:4].[H][H].I[C:17]1[CH:18]=[C:19]([CH:31]=[CH:32][CH:33]=1)[O:20][CH2:21][CH2:22][C:23]1[N:28]=[C:27]([CH2:29][NH2:30])[CH:26]=[CH:25][CH:24]=1, predict the reaction product. The product is: [CH3:12][CH:11]([Si:6]([CH:3]([CH3:5])[CH3:4])([S:7][C:17]1[CH:18]=[C:19]([CH:31]=[CH:32][CH:33]=1)[O:20][CH2:21][CH2:22][C:23]1[N:28]=[C:27]([CH2:29][NH2:30])[CH:26]=[CH:25][CH:24]=1)[CH:8]([CH3:10])[CH3:9])[CH3:13].